This data is from TCR-epitope binding with 47,182 pairs between 192 epitopes and 23,139 TCRs. The task is: Binary Classification. Given a T-cell receptor sequence (or CDR3 region) and an epitope sequence, predict whether binding occurs between them. (1) The epitope is GTITSGWTF. The TCR CDR3 sequence is CASISADTQYF. Result: 0 (the TCR does not bind to the epitope). (2) The epitope is IQYIDIGNY. The TCR CDR3 sequence is CASSQSAGGLEIHAQYF. Result: 0 (the TCR does not bind to the epitope). (3) The epitope is SGPLKAEIAQRLED. The TCR CDR3 sequence is CASSLAAGGRYEQFF. Result: 1 (the TCR binds to the epitope). (4) The epitope is WICLLQFAY. The TCR CDR3 sequence is CSASIWESYNEQFF. Result: 0 (the TCR does not bind to the epitope). (5) The epitope is KLSYGIATV. The TCR CDR3 sequence is CASSLDSSSPFAKNIQYF. Result: 0 (the TCR does not bind to the epitope).